This data is from Reaction yield outcomes from USPTO patents with 853,638 reactions. The task is: Predict the reaction yield, written as a fraction of the theoretical maximum amount of product (1.0 means a 100% yield; for example, 0.34 means a 34% yield). (1) The yield is 0.830. The reactants are [C:1]([C:5]1[CH:10]=[CH:9][C:8](B(O)O)=[CH:7][CH:6]=1)([CH3:4])([CH3:3])[CH3:2].[CH3:14][CH:15]([NH:17][CH2:18][CH2:19][CH2:20][N:21]1[C:30]([S:31][C:32]2[CH:37]=[C:36]3[O:38][CH2:39][O:40][C:35]3=[CH:34][C:33]=2I)=[N:29][C:23]2[C:24]([NH2:28])=[N:25][CH:26]=[N:27][C:22]1=2)[CH3:16].C([O-])(O)=O.[Na+].CN(C=O)C. The product is [C:1]([C:5]1[CH:10]=[CH:9][C:8]([C:33]2[C:32]([S:31][C:30]3[N:21]([CH2:20][CH2:19][CH2:18][NH:17][CH:15]([CH3:16])[CH3:14])[C:22]4[C:23]([N:29]=3)=[C:24]([NH2:28])[N:25]=[CH:26][N:27]=4)=[CH:37][C:36]3[O:38][CH2:39][O:40][C:35]=3[CH:34]=2)=[CH:7][CH:6]=1)([CH3:4])([CH3:3])[CH3:2]. The catalyst is Cl[Pd](Cl)([P](C1C=CC=CC=1)(C1C=CC=CC=1)C1C=CC=CC=1)[P](C1C=CC=CC=1)(C1C=CC=CC=1)C1C=CC=CC=1.O. (2) The product is [Cl:15][C:16]1[CH:21]=[C:20]([C:2]2[N:6]3[N:7]=[CH:8][C:9]([C:11]([F:14])([F:13])[F:12])=[N:10][C:5]3=[N:4][CH:3]=2)[CH:19]=[CH:18][CH:17]=1. The yield is 0.330. The catalyst is C1C=CC([P]([Pd]([P](C2C=CC=CC=2)(C2C=CC=CC=2)C2C=CC=CC=2)([P](C2C=CC=CC=2)(C2C=CC=CC=2)C2C=CC=CC=2)[P](C2C=CC=CC=2)(C2C=CC=CC=2)C2C=CC=CC=2)(C2C=CC=CC=2)C2C=CC=CC=2)=CC=1.COCCOC. The reactants are Br[C:2]1[N:6]2[N:7]=[CH:8][C:9]([C:11]([F:14])([F:13])[F:12])=[N:10][C:5]2=[N:4][CH:3]=1.[Cl:15][C:16]1[CH:17]=[C:18](B(O)O)[CH:19]=[CH:20][CH:21]=1.C([O-])([O-])=O.[Na+].[Na+]. (3) The reactants are [Cl:1][C:2]1[N:7]=[C:6]([NH:8][C:9]2[CH:10]=[C:11]3[C:15](=[CH:16][C:17]=2[CH3:18])[NH:14][N:13]=[CH:12]3)[CH:5]=[CH:4][N:3]=1.[CH3:19][C:20]([O:23][C:24](O[C:24]([O:23][C:20]([CH3:22])([CH3:21])[CH3:19])=[O:25])=[O:25])([CH3:22])[CH3:21]. The catalyst is C(Cl)Cl.CN(C1C=CN=CC=1)C. The product is [C:20]([O:23][C:24]([N:8]([C:6]1[CH:5]=[CH:4][N:3]=[C:2]([Cl:1])[N:7]=1)[C:9]1[CH:10]=[C:11]2[C:15](=[CH:16][C:17]=1[CH3:18])[N:14]([C:24]([O:23][C:20]([CH3:22])([CH3:21])[CH3:19])=[O:25])[N:13]=[CH:12]2)=[O:25])([CH3:22])([CH3:21])[CH3:19]. The yield is 0.211. (4) The reactants are [NH2:1][C:2]1[CH:10]=[C:9]([O:11][CH3:12])[C:8]([O:13][CH3:14])=[CH:7][C:3]=1[C:4]([NH2:6])=[O:5].[CH3:15][N:16]([CH3:29])[C:17]1[C:26]2[C:21](=[CH:22][CH:23]=[CH:24][CH:25]=2)[C:20]([CH:27]=O)=[CH:19][CH:18]=1.COC1C=C(OC)C=C2C=1C(=O)NC(C1C=CC=CN=1)=N2. No catalyst specified. The product is [CH3:15][N:16]([CH3:29])[C:17]1[C:26]2[C:21](=[CH:22][CH:23]=[CH:24][CH:25]=2)[C:20]([C:27]2[NH:6][C:4](=[O:5])[C:3]3[C:2](=[CH:10][C:9]([O:11][CH3:12])=[C:8]([O:13][CH3:14])[CH:7]=3)[N:1]=2)=[CH:19][CH:18]=1. The yield is 0.560.